From a dataset of Catalyst prediction with 721,799 reactions and 888 catalyst types from USPTO. Predict which catalyst facilitates the given reaction. (1) Reactant: [Br:1][C:2]1[C:3]([C:13]2[CH:18]=[CH:17][CH:16]=[CH:15][CH:14]=2)=[CH:4][C:5]2[NH:10][C:9](=[O:11])[CH2:8][O:7][C:6]=2[N:12]=1.C(=O)([O-])[O-].[K+].[K+].[F:25][C:26]([F:30])([F:29])[CH2:27]I. Product: [Br:1][C:2]1[C:3]([C:13]2[CH:18]=[CH:17][CH:16]=[CH:15][CH:14]=2)=[CH:4][C:5]2[N:10]([CH2:27][C:26]([F:30])([F:29])[F:25])[C:9](=[O:11])[CH2:8][O:7][C:6]=2[N:12]=1. The catalyst class is: 18. (2) Reactant: [B:10]1([B:10]2[O:14][C:13]([CH3:16])([CH3:15])[C:12]([CH3:18])([CH3:17])[O:11]2)[O:14][C:13]([CH3:16])([CH3:15])[C:12]([CH3:18])([CH3:17])[O:11]1.Br[C:20]1[C:28]2[S:27][C:26]([NH:29][CH2:30][CH3:31])=[N:25][C:24]=2[CH:23]=[CH:22][CH:21]=1.C([O-])(=O)C.[K+]. Product: [CH2:30]([NH:29][C:26]1[S:27][C:28]2[C:20]([B:10]3[O:11][C:12]([CH3:17])([CH3:18])[C:13]([CH3:15])([CH3:16])[O:14]3)=[CH:21][CH:22]=[CH:23][C:24]=2[N:25]=1)[CH3:31]. The catalyst class is: 12. (3) The catalyst class is: 31. Product: [C:1]([C:3]1[CH:4]=[N:5][C:6]2[C:11]([CH:12]=1)=[CH:10][C:9]([O:13][CH:14]([S:18][CH3:19])[C:15]([NH:46][C:43]([C:40]1[CH:41]=[CH:42][O:38][N:39]=1)([CH3:45])[CH3:44])=[O:17])=[CH:8][C:7]=2[CH3:20])#[CH:2]. Reactant: [C:1]([C:3]1[CH:4]=[N:5][C:6]2[C:11]([CH:12]=1)=[CH:10][C:9]([O:13][CH:14]([S:18][CH3:19])[C:15]([OH:17])=O)=[CH:8][C:7]=2[CH3:20])#[CH:2].CCN(CC)CC.C1C=NC2N(O)N=NC=2C=1.[O:38]1[CH:42]=[CH:41][C:40]([C:43]([NH2:46])([CH3:45])[CH3:44])=[N:39]1.CCN=C=NCCCN(C)C. (4) Reactant: [CH3:1][CH:2]([CH3:33])[CH2:3][C@@H:4]([NH:25][C:26](=[O:32])[O:27][C:28]([CH3:31])([CH3:30])[CH3:29])[C:5](=[O:24])[NH:6][CH:7]1[CH2:16][C:15]2[C:10](=[C:11]([N:17]3[CH2:21][CH2:20][CH2:19][C:18]3=[O:22])[CH:12]=[CH:13][CH:14]=2)[NH:9][C:8]1=[O:23].Br.Br[CH2:36][C:37]1[CH:42]=[CH:41][CH:40]=[CH:39][N:38]=1.[H-].[Na+]. Product: [CH3:1][CH:2]([CH3:33])[CH2:3][C@@H:4]([NH:25][C:26](=[O:32])[O:27][C:28]([CH3:31])([CH3:30])[CH3:29])[C:5](=[O:24])[NH:6][CH:7]1[CH2:16][C:15]2[C:10](=[C:11]([N:17]3[CH2:21][CH2:20][CH2:19][C:18]3=[O:22])[CH:12]=[CH:13][CH:14]=2)[N:9]([CH2:36][C:37]2[CH:42]=[CH:41][CH:40]=[CH:39][N:38]=2)[C:8]1=[O:23]. The catalyst class is: 3. (5) Product: [CH2:33]([O:35][C:36](=[O:39])[CH2:37][N:23]([CH:21]([C:15]1[CH:20]=[CH:19][CH:18]=[CH:17][CH:16]=1)[CH3:22])[CH:24]([CH3:32])[CH2:25][CH2:26][C:27]([O:29][CH2:30][CH3:31])=[O:28])[CH3:34]. Reactant: [BH-](OC(C)=O)(OC(C)=O)OC(C)=O.[Na+].[C:15]1([CH:21]([NH:23][CH:24]([CH3:32])[CH2:25][CH2:26][C:27]([O:29][CH2:30][CH3:31])=[O:28])[CH3:22])[CH:20]=[CH:19][CH:18]=[CH:17][CH:16]=1.[CH2:33]([O:35][C:36](=[O:39])[CH:37]=O)[CH3:34]. The catalyst class is: 26. (6) Reactant: [CH:1]([NH:5][C:6]([CH:8]([O:18][C:19]1[CH:24]=[CH:23][C:22]([C:25]#[N:26])=[C:21]([C:27]([F:30])([F:29])[F:28])[CH:20]=1)[C:9]([CH3:17])([CH3:16])[CH2:10]OS(C)(=O)=O)=[O:7])([CH2:3][CH3:4])[CH3:2].[H-].[Na+].[Cl-].[NH4+]. Product: [C@@H:1]([N:5]1[CH2:17][C:9]([CH3:16])([CH3:10])[C@@H:8]([O:18][C:19]2[CH:24]=[CH:23][C:22]([C:25]#[N:26])=[C:21]([C:27]([F:29])([F:30])[F:28])[CH:20]=2)[C:6]1=[O:7])([CH2:3][CH3:4])[CH3:2]. The catalyst class is: 7. (7) Reactant: [NH:1]1[CH2:6][CH2:5][O:4][CH2:3][CH2:2]1.[Br:7][C:8]1[CH:13]=[CH:12][C:11]([CH2:14][C:15](Cl)=[O:16])=[CH:10][CH:9]=1. Product: [Br:7][C:8]1[CH:13]=[CH:12][C:11]([CH2:14][C:15]([N:1]2[CH2:6][CH2:5][O:4][CH2:3][CH2:2]2)=[O:16])=[CH:10][CH:9]=1. The catalyst class is: 4. (8) Reactant: [H-].[Na+].[Cl:3][C:4]1[CH:11]=[CH:10][C:7]([CH2:8][OH:9])=[CH:6][CH:5]=1.F[C:13]1[CH:18]=[CH:17][C:16]([S:19]([C:22]2[C:33]([O:34][CH3:35])=[CH:32][C:25]3[CH2:26][CH2:27][N:28]([CH3:31])[CH2:29][CH2:30][C:24]=3[CH:23]=2)(=[O:21])=[O:20])=[CH:15][CH:14]=1.Cl. Product: [ClH:3].[Cl:3][C:4]1[CH:11]=[CH:10][C:7]([CH2:8][O:9][C:13]2[CH:18]=[CH:17][C:16]([S:19]([C:22]3[C:33]([O:34][CH3:35])=[CH:32][C:25]4[CH2:26][CH2:27][N:28]([CH3:31])[CH2:29][CH2:30][C:24]=4[CH:23]=3)(=[O:21])=[O:20])=[CH:15][CH:14]=2)=[CH:6][CH:5]=1. The catalyst class is: 16. (9) Reactant: [OH:1][C:2]1[CH:10]=[CH:9][C:5]([C:6]([OH:8])=O)=[CH:4][C:3]=1[C:11]([OH:13])=[O:12].S(=O)(=O)(O)O.[C:19](=O)(O)[O-].[Na+].[CH3:24][OH:25]. Product: [CH3:24][O:25][C:6](=[O:8])[C:5]1[CH:9]=[CH:10][C:2]([OH:1])=[C:3]([C:11]([O:13][CH3:19])=[O:12])[CH:4]=1. The catalyst class is: 6.